Dataset: Reaction yield outcomes from USPTO patents with 853,638 reactions. Task: Predict the reaction yield, written as a fraction of the theoretical maximum amount of product (1.0 means a 100% yield; for example, 0.34 means a 34% yield). (1) The reactants are [Cl:1][C:2]1[CH:11]=[CH:10][CH:9]=[C:8]2[C:3]=1[CH:4]=[CH:5][CH:6]=[N:7]2.[N+:12]([O-])([O-:14])=[O:13].[K+].OS(O)(=O)=O. The catalyst is C(Cl)Cl.CCCCC. The product is [Cl:1][C:2]1[CH:11]=[CH:10][C:9]([N+:12]([O-:14])=[O:13])=[C:8]2[C:3]=1[CH:4]=[CH:5][CH:6]=[N:7]2. The yield is 0.510. (2) The reactants are F[C:2]1[CH:7]=[CH:6][C:5]([N+:8]([O-:10])=[O:9])=[C:4]([C:11]([F:14])([F:13])[F:12])[CH:3]=1.[C@H:15]1([OH:22])[CH2:20][CH2:19][C@H:18]([OH:21])[CH2:17][CH2:16]1.[H-].[Na+].O. The catalyst is CS(C)=O. The product is [N+:8]([C:5]1[CH:6]=[CH:7][C:2]([O:21][CH:18]2[CH2:19][CH2:20][CH:15]([OH:22])[CH2:16][CH2:17]2)=[CH:3][C:4]=1[C:11]([F:14])([F:13])[F:12])([O-:10])=[O:9]. The yield is 0.360.